From a dataset of Catalyst prediction with 721,799 reactions and 888 catalyst types from USPTO. Predict which catalyst facilitates the given reaction. Reactant: [CH2:1]([O:8][C:9]([N:11]1[CH:15]([C:16]([OH:18])=O)[CH2:14][S:13][C@@H:12]1[C:19]1[CH:24]=[CH:23][C:22]([O:25][CH3:26])=[CH:21][CH:20]=1)=[O:10])[C:2]1[CH:7]=[CH:6][CH:5]=[CH:4][CH:3]=1.CCN(C(C)C)C(C)C.CN(C(ON1N=NC2C=CC=NC1=2)=[N+](C)C)C.F[P-](F)(F)(F)(F)F.[NH2:60][C:61]1[S:62][CH:63]=[C:64]([C:66]2[CH:77]=[CH:76][C:69]([C:70]([NH:72][CH:73]3[CH2:75][CH2:74]3)=[O:71])=[CH:68][CH:67]=2)[N:65]=1. Product: [CH2:1]([O:8][C:9]([N:11]1[CH:15]([C:16](=[O:18])[NH:60][C:61]2[S:62][CH:63]=[C:64]([C:66]3[CH:67]=[CH:68][C:69]([C:70](=[O:71])[NH:72][CH:73]4[CH2:75][CH2:74]4)=[CH:76][CH:77]=3)[N:65]=2)[CH2:14][S:13][C@@H:12]1[C:19]1[CH:20]=[CH:21][C:22]([O:25][CH3:26])=[CH:23][CH:24]=1)=[O:10])[C:2]1[CH:7]=[CH:6][CH:5]=[CH:4][CH:3]=1. The catalyst class is: 3.